Task: Predict the reaction yield, written as a fraction of the theoretical maximum amount of product (1.0 means a 100% yield; for example, 0.34 means a 34% yield).. Dataset: Reaction yield outcomes from USPTO patents with 853,638 reactions (1) The reactants are Cl[C:2]1[N:3]=[CH:4][C:5]2[CH:10]=[CH:9][N:8]([CH2:11][C:12]([N:14]3[CH2:19][CH2:18][O:17][CH2:16][CH2:15]3)=[O:13])[C:6]=2[N:7]=1.[CH2:20]1[C:29]2[C:24](=[CH:25][CH:26]=[CH:27][CH:28]=2)[CH2:23][CH2:22][N:21]1[CH2:30][CH:31]([OH:49])[CH2:32][NH:33][C:34]1[CH:39]=[C:38](B2OC(C)(C)C(C)(C)O2)[CH:37]=[CH:36][N:35]=1.C([O-])([O-])=O.[K+].[K+]. The catalyst is O1CCOCC1.O.C1C=CC(P(C2C=CC=CC=2)[C-]2C=CC=C2)=CC=1.C1C=CC(P(C2C=CC=CC=2)[C-]2C=CC=C2)=CC=1.Cl[Pd]Cl.[Fe+2]. The product is [CH2:20]1[C:29]2[C:24](=[CH:25][CH:26]=[CH:27][CH:28]=2)[CH2:23][CH2:22][N:21]1[CH2:30][CH:31]([OH:49])[CH2:32][NH:33][C:34]1[CH:39]=[C:38]([C:2]2[N:3]=[CH:4][C:5]3[CH:10]=[CH:9][N:8]([CH2:11][C:12]([N:14]4[CH2:19][CH2:18][O:17][CH2:16][CH2:15]4)=[O:13])[C:6]=3[N:7]=2)[CH:37]=[CH:36][N:35]=1. The yield is 0.290. (2) The reactants are C([Li])CCC.[S:6]1(=[O:12])(=[O:11])[CH:10]=[CH:9][CH2:8][CH2:7]1.[CH2:13]([Sn:17](Cl)([CH2:22][CH2:23][CH2:24][CH3:25])[CH2:18][CH2:19][CH2:20][CH3:21])[CH2:14][CH2:15][CH3:16]. The catalyst is O1CCCC1. The product is [CH2:22]([Sn:17]([CH2:13][CH2:14][CH2:15][CH3:16])([CH2:18][CH2:19][CH2:20][CH3:21])[C:10]1[S:6](=[O:12])(=[O:11])[CH2:7][CH2:8][CH:9]=1)[CH2:23][CH2:24][CH3:25]. The yield is 0.270. (3) The reactants are [CH2:1]([O:8][N:9]1[C:15](=[O:16])[N:14]2[CH2:17][C@H:10]1[CH2:11][CH2:12][C@H:13]2[C:18]([OH:20])=O)[C:2]1[CH:7]=[CH:6][CH:5]=[CH:4][CH:3]=1.[NH:21]([C:23]([C@@H:25]1[CH2:29][CH2:28][CH2:27][N:26]1[C:30]([O:32][C:33]([CH3:36])([CH3:35])[CH3:34])=[O:31])=[O:24])[NH2:22]. No catalyst specified. The product is [CH2:1]([O:8][N:9]1[C:15](=[O:16])[N:14]2[CH2:17][C@H:10]1[CH2:11][CH2:12][C@H:13]2[C:18]([NH:22][NH:21][C:23]([C@@H:25]1[CH2:29][CH2:28][CH2:27][N:26]1[C:30]([O:32][C:33]([CH3:36])([CH3:35])[CH3:34])=[O:31])=[O:24])=[O:20])[C:2]1[CH:3]=[CH:4][CH:5]=[CH:6][CH:7]=1. The yield is 0.801. (4) The reactants are [CH3:1][O:2][C:3](=[O:15])[C:4]1[C:5](=[C:10](I)[CH:11]=[CH:12][CH:13]=1)[C:6]([O:8][CH3:9])=[O:7].C(=O)([O-])[O-].[Cs+].[Cs+].C1C=CC(P(C2C(C3C(P(C4C=CC=CC=4)C4C=CC=CC=4)=CC=C4C=3C=CC=C4)=C3C(C=CC=C3)=CC=2)C2C=CC=CC=2)=CC=1.[CH3:68][O:69][C:70]1[CH:75]=[CH:74][CH:73]=[C:72]([NH2:76])[CH:71]=1. The catalyst is C1(C)C=CC=CC=1.C(Cl)Cl. The product is [CH3:1][O:2][C:3](=[O:15])[C:4]1[C:5](=[C:10]([NH:76][C:72]2[CH:73]=[CH:74][CH:75]=[C:70]([O:69][CH3:68])[CH:71]=2)[CH:11]=[CH:12][CH:13]=1)[C:6]([O:8][CH3:9])=[O:7]. The yield is 0.470. (5) The reactants are [CH3:1][N:2]1[C:6]([NH:7][C:8]([C:10]2[CH:15]=[CH:14][C:13]([C:16]#[N:17])=[C:12](Cl)[N:11]=2)=[O:9])=[C:5]([C:19]([F:22])([F:21])[F:20])[C:4]([C:23]([F:29])([F:28])[C:24]([F:27])([F:26])[F:25])=[N:3]1.[NH3:30].O. The catalyst is O1CCOCC1. The product is [CH3:1][N:2]1[C:6]([NH:7][C:8]([C:10]2[CH:15]=[CH:14][C:13]([C:16]#[N:17])=[C:12]([NH2:30])[N:11]=2)=[O:9])=[C:5]([C:19]([F:22])([F:21])[F:20])[C:4]([C:23]([F:29])([F:28])[C:24]([F:27])([F:26])[F:25])=[N:3]1. The yield is 0.490. (6) The reactants are [CH3:1][O:2][C:3]1[CH:8]=[C:7]([CH3:9])[C:6]([NH:10][C:11](=[O:17])[O:12][C:13]([CH3:16])([CH3:15])[CH3:14])=[C:5]([CH3:18])[C:4]=1[CH3:19].C([O-])(=O)C.[Na+].[Br:25]Br.O. The catalyst is C(O)(=O)C. The product is [Br:25][C:8]1[C:7]([CH3:9])=[C:6]([NH:10][C:11](=[O:17])[O:12][C:13]([CH3:14])([CH3:15])[CH3:16])[C:5]([CH3:18])=[C:4]([CH3:19])[C:3]=1[O:2][CH3:1]. The yield is 0.910. (7) The reactants are C(O)(=O)C.Br.C(OP([N:14]1[CH2:27][CH2:26][N:25]([S:28]([C:31]2[CH:36]=[CH:35][CH:34]=[CH:33][C:32]=2[N+:37]([O-:39])=[O:38])(=[O:30])=[O:29])[CH2:24][CH2:23][CH2:22][C:21]([F:41])([F:40])[CH2:20][CH2:19][CH2:18][N:17]([S:42]([C:45]2[CH:50]=[CH:49][CH:48]=[CH:47][C:46]=2[N+:51]([O-:53])=[O:52])(=[O:44])=[O:43])[CH2:16][CH2:15]1)(=O)OCC)C. The catalyst is C(OCC)C. The product is [F:41][C:21]1([F:40])[CH2:22][CH2:23][CH2:24][N:25]([S:28]([C:31]2[CH:36]=[CH:35][CH:34]=[CH:33][C:32]=2[N+:37]([O-:39])=[O:38])(=[O:30])=[O:29])[CH2:26][CH2:27][NH:14][CH2:15][CH2:16][N:17]([S:42]([C:45]2[CH:50]=[CH:49][CH:48]=[CH:47][C:46]=2[N+:51]([O-:53])=[O:52])(=[O:43])=[O:44])[CH2:18][CH2:19][CH2:20]1. The yield is 0.940. (8) The reactants are [Cl:1][C:2]1[CH:8]=[C:7]([N+:9]([O-:11])=[O:10])[CH:6]=[CH:5][C:3]=1[NH2:4].[C:12]1([CH3:22])[CH:17]=[CH:16][C:15]([S:18](Cl)(=[O:20])=[O:19])=[CH:14][CH:13]=1.O. The catalyst is N1C=CC=CC=1. The product is [Cl:1][C:2]1[CH:8]=[C:7]([N+:9]([O-:11])=[O:10])[CH:6]=[CH:5][C:3]=1[NH:4][S:18]([C:15]1[CH:16]=[CH:17][C:12]([CH3:22])=[CH:13][CH:14]=1)(=[O:20])=[O:19]. The yield is 0.800.